From a dataset of Full USPTO retrosynthesis dataset with 1.9M reactions from patents (1976-2016). Predict the reactants needed to synthesize the given product. (1) Given the product [Br:27][C:13]1[N:12]=[C:11]([C:9]([C:3]2[C:2]([Cl:1])=[CH:7][CH:6]=[CH:5][C:4]=2[Cl:8])=[O:10])[N:15]2[CH:16]=[CH:17][CH:18]=[N:19][C:14]=12, predict the reactants needed to synthesize it. The reactants are: [Cl:1][C:2]1[CH:7]=[CH:6][CH:5]=[C:4]([Cl:8])[C:3]=1[C:9]([C:11]1[N:15]2[CH:16]=[CH:17][CH:18]=[N:19][C:14]2=[CH:13][N:12]=1)=[O:10].C1C(=O)N([Br:27])C(=O)C1. (2) Given the product [CH:1]1[CH:2]=[CH:3][C:4]([NH:7][C:8]2[CH:13]=[CH:12][C:11]([NH2:14])=[CH:10][CH:9]=2)=[CH:5][CH:6]=1, predict the reactants needed to synthesize it. The reactants are: [CH:1]1[CH:6]=[CH:5][C:4]([NH:7][C:8]2[CH:13]=[CH:12][C:11]([N+:14]([O-])=O)=[CH:10][CH:9]=2)=[CH:3][CH:2]=1.[S-2].[Na+].[Na+]. (3) Given the product [CH:1]([CH:14]1[CH2:15][CH2:16][N:17]([C:20]2[CH:25]=[CH:24][C:23]([NH:26][C:33]([CH:30]3[CH2:31][CH2:32][O:28][CH2:29]3)=[O:34])=[CH:22][C:21]=2[F:27])[CH2:18][CH2:19]1)([C:8]1[CH:13]=[CH:12][CH:11]=[CH:10][CH:9]=1)[C:2]1[CH:7]=[CH:6][CH:5]=[CH:4][CH:3]=1, predict the reactants needed to synthesize it. The reactants are: [CH:1]([CH:14]1[CH2:19][CH2:18][N:17]([C:20]2[CH:25]=[CH:24][C:23]([NH2:26])=[CH:22][C:21]=2[F:27])[CH2:16][CH2:15]1)([C:8]1[CH:13]=[CH:12][CH:11]=[CH:10][CH:9]=1)[C:2]1[CH:7]=[CH:6][CH:5]=[CH:4][CH:3]=1.[O:28]1[CH2:32][CH2:31][CH:30]([C:33](O)=[O:34])[CH2:29]1. (4) Given the product [CH2:28]([N:27]1[C:23]([C:12]2[C:13]([OH:15])=[CH:14][C:9]([OH:8])=[C:10]([C:32]3[CH:37]=[CH:36][CH:35]=[C:34]([C:38]([N:49]4[CH2:48][CH2:47][N:46]([S:43]([CH2:41][CH3:42])(=[O:45])=[O:44])[CH2:51][CH2:50]4)=[O:39])[CH:33]=3)[CH:11]=2)=[N:24][N:25]=[N:26]1)[CH2:29][CH2:30][CH3:31], predict the reactants needed to synthesize it. The reactants are: C([O:8][C:9]1[CH:14]=[C:13]([O:15]CC2C=CC=CC=2)[C:12]([C:23]2[N:27]([CH2:28][CH2:29][CH2:30][CH3:31])[N:26]=[N:25][N:24]=2)=[CH:11][C:10]=1[C:32]1[CH:37]=[CH:36][CH:35]=[C:34]([C:38](O)=[O:39])[CH:33]=1)C1C=CC=CC=1.[CH2:41]([S:43]([N:46]1[CH2:51][CH2:50][NH:49][CH2:48][CH2:47]1)(=[O:45])=[O:44])[CH3:42]. (5) Given the product [CH2:1]([O:3][C:4]([CH:6]1[CH:11]([NH:12][S:13]([C:16]2[CH:17]=[CH:18][C:19]([O:22][CH2:23][C:24]3[C:33]4[C:28](=[CH:29][CH:30]=[CH:31][CH:32]=4)[N:27]=[C:26]([CH3:34])[CH:25]=3)=[CH:20][CH:21]=2)(=[O:15])=[O:14])[CH2:10][CH2:9][N:8]([C:35](=[O:37])[CH3:36])[CH2:7]1)=[O:5])[CH3:2], predict the reactants needed to synthesize it. The reactants are: [CH2:1]([O:3][C:4]([CH:6]1[CH:11]([NH:12][S:13]([C:16]2[CH:21]=[CH:20][C:19]([O:22][CH2:23][C:24]3[C:33]4[C:28](=[CH:29][CH:30]=[CH:31][CH:32]=4)[N:27]=[C:26]([CH3:34])[CH:25]=3)=[CH:18][CH:17]=2)(=[O:15])=[O:14])[CH2:10][CH2:9][NH:8][CH2:7]1)=[O:5])[CH3:2].[C:35](Cl)(=[O:37])[CH3:36]. (6) Given the product [CH3:28][O:27][C:24]1[CH:25]=[C:26]2[C:21](=[CH:22][C:23]=1[O:29][CH3:30])[N:20]=[CH:19][N:18]=[C:17]2[NH:1][C:2]1[CH:3]=[C:4]([S:11]([NH:14][CH3:15])(=[O:13])=[O:12])[CH:5]=[CH:6][C:7]=1[N:8]([CH3:10])[CH3:9], predict the reactants needed to synthesize it. The reactants are: [NH2:1][C:2]1[CH:3]=[C:4]([S:11]([NH:14][CH3:15])(=[O:13])=[O:12])[CH:5]=[CH:6][C:7]=1[N:8]([CH3:10])[CH3:9].Cl[C:17]1[C:26]2[C:21](=[CH:22][C:23]([O:29][CH3:30])=[C:24]([O:27][CH3:28])[CH:25]=2)[N:20]=[CH:19][N:18]=1.Cl.